Dataset: Full USPTO retrosynthesis dataset with 1.9M reactions from patents (1976-2016). Task: Predict the reactants needed to synthesize the given product. (1) The reactants are: [NH2:1][C:2]1[C:10]2[C:9]([CH3:11])=[C:8]([CH3:12])[N:7]=[N:6][C:5]=2[S:4][C:3]=1[C:13]([OH:15])=O.C(NC(C)C)(C)C.CN(C(ON1N=NC2C=CC=NC1=2)=[N+](C)C)C.F[P-](F)(F)(F)(F)F.[F:47][CH2:48][O:49][C:50]1[CH:55]=[CH:54][C:53]([CH2:56][NH2:57])=[CH:52][CH:51]=1. Given the product [NH2:1][C:2]1[C:10]2[C:9]([CH3:11])=[C:8]([CH3:12])[N:7]=[N:6][C:5]=2[S:4][C:3]=1[C:13]([NH:57][CH2:56][C:53]1[CH:52]=[CH:51][C:50]([O:49][CH2:48][F:47])=[CH:55][CH:54]=1)=[O:15], predict the reactants needed to synthesize it. (2) Given the product [O:3]=[C:4]([CH3:9])[CH2:5][C:6]([O:7][CH2:2][CH:10]1[CH2:12][CH2:11]1)=[O:8], predict the reactants needed to synthesize it. The reactants are: C[C:2]1([CH3:10])[O:7][C:6](=[O:8])[CH:5]=[C:4]([CH3:9])[O:3]1.[CH:11]1(CO)C[CH2:12]1. (3) Given the product [CH2:13]([O:11][C:6]1[CH:7]=[C:8]([O:10][CH2:28][CH2:27][CH2:26][CH2:25][CH2:24][CH2:23][CH2:22][CH2:21][CH2:20][CH2:19][CH2:18][CH2:17][CH2:16][CH2:15][CH2:14][CH3:13])[CH:9]=[C:2]([O:32][CH2:29][CH2:27][CH2:26][CH2:25][CH2:24][CH2:23][CH2:22][CH2:21][CH2:20][CH2:19][CH2:18][CH2:17][CH2:16][CH2:15][CH2:14][CH3:13])[C:3]=1[CH:4]=[O:5])[CH2:14][CH2:15][CH2:16][CH2:17][CH2:18][CH2:19][CH2:20][CH2:21][CH2:22][CH2:23][CH2:24][CH2:25][CH2:26][CH2:27][CH3:28], predict the reactants needed to synthesize it. The reactants are: O[C:2]1[CH:9]=[C:8]([OH:10])[CH:7]=[C:6]([OH:11])[C:3]=1[CH:4]=[O:5].Br[CH2:13][CH2:14][CH2:15][CH2:16][CH2:17][CH2:18][CH2:19][CH2:20][CH2:21][CH2:22][CH2:23][CH2:24][CH2:25][CH2:26][CH2:27][CH3:28].[C:29]([O-:32])([O-])=O.[K+].[K+].C(Cl)(Cl)Cl. (4) Given the product [ClH:31].[CH:1]1([CH2:4][NH:5][CH:6]2[CH2:9][N:8]([C:10]([C:12]3[CH:13]=[C:14]([CH:27]=[CH:28][C:29]=3[F:30])[CH2:15][C:16]3[C:25]4[C:20](=[CH:21][CH:22]=[CH:23][CH:24]=4)[C:19](=[O:26])[NH:18][N:17]=3)=[O:11])[CH2:7]2)[CH2:3][CH2:2]1, predict the reactants needed to synthesize it. The reactants are: [CH:1]1([CH2:4][NH:5][CH:6]2[CH2:9][N:8]([C:10]([C:12]3[CH:13]=[C:14]([CH:27]=[CH:28][C:29]=3[F:30])[CH2:15][C:16]3[C:25]4[C:20](=[CH:21][CH:22]=[CH:23][CH:24]=4)[C:19](=[O:26])[NH:18][N:17]=3)=[O:11])[CH2:7]2)[CH2:3][CH2:2]1.[ClH:31].